Dataset: Forward reaction prediction with 1.9M reactions from USPTO patents (1976-2016). Task: Predict the product of the given reaction. (1) The product is: [CH3:1][N:2]([CH3:3])[S:22]([C:19]1[CH:18]=[CH:17][C:16]([N+:13]([O-:15])=[O:14])=[CH:21][CH:20]=1)(=[O:23])=[O:24]. Given the reactants [CH3:1][NH:2][CH3:3].CCN(C(C)C)C(C)C.[N+:13]([C:16]1[CH:21]=[CH:20][C:19]([S:22](Cl)(=[O:24])=[O:23])=[CH:18][CH:17]=1)([O-:15])=[O:14], predict the reaction product. (2) Given the reactants [CH3:1][O:2][C:3]1[CH:4]=[C:5]2[C:10](=[CH:11][C:12]=1[O:13][CH2:14][CH:15]1[CH2:20][CH2:19][NH:18][CH2:17][CH2:16]1)[N:9]=[CH:8][N:7]=[C:6]2[O:21][C:22]1[CH:23]=[C:24]2[C:28](=[CH:29][CH:30]=1)[NH:27][C:26]([CH3:31])=[CH:25]2.Cl[CH2:33][C:34]#[N:35].C(=O)([O-])[O-].[K+].[K+].[I-].[K+], predict the reaction product. The product is: [C:34]([CH2:33][CH:14]([CH:15]1[CH2:20][CH2:19][NH:18][CH2:17][CH2:16]1)[O:13][C:12]1[CH:11]=[C:10]2[C:5]([C:6]([O:21][C:22]3[CH:23]=[C:24]4[C:28](=[CH:29][CH:30]=3)[NH:27][C:26]([CH3:31])=[CH:25]4)=[N:7][CH:8]=[N:9]2)=[CH:4][C:3]=1[O:2][CH3:1])#[N:35]. (3) Given the reactants [CH:1]([N:4]([C:29]1[CH:34]=[CH:33][CH:32]=[CH:31][CH:30]=1)[C:5](=[O:28])[CH2:6][N:7]1[C:16](=[O:17])[CH2:15][C:14]2[N:10]([C:11]([C:18]3[CH:23]=[CH:22][CH:21]=[CH:20][CH:19]=3)=[N:12][N:13]=2)[C:9]2[CH:24]=[CH:25][CH:26]=[CH:27][C:8]1=2)([CH3:3])[CH3:2].[NH:35]1[C:39]2=[N:40][CH:41]=[CH:42][CH:43]=[C:38]2[C:37]([CH:44]=O)=[CH:36]1, predict the reaction product. The product is: [CH:1]([N:4]([C:29]1[CH:34]=[CH:33][CH:32]=[CH:31][CH:30]=1)[C:5](=[O:28])[CH2:6][N:7]1[C:16](=[O:17])[C:15](=[CH:44][C:37]2[C:38]3[C:39](=[N:40][CH:41]=[CH:42][CH:43]=3)[NH:35][CH:36]=2)[C:14]2[N:10]([C:11]([C:18]3[CH:23]=[CH:22][CH:21]=[CH:20][CH:19]=3)=[N:12][N:13]=2)[C:9]2[CH:24]=[CH:25][CH:26]=[CH:27][C:8]1=2)([CH3:3])[CH3:2]. (4) Given the reactants [Cl:1][CH2:2][CH2:3][CH2:4][NH2:5].C(N(CC)CC)C.[N+:13]([C:16]1[CH:24]=[CH:23][C:19]([C:20](Cl)=[O:21])=[CH:18][CH:17]=1)([O-:15])=[O:14], predict the reaction product. The product is: [Cl:1][CH2:2][CH2:3][CH2:4][NH:5][C:20](=[O:21])[C:19]1[CH:18]=[CH:17][C:16]([N+:13]([O-:15])=[O:14])=[CH:24][CH:23]=1. (5) Given the reactants CS(C)=O.C(Cl)(=O)C(Cl)=O.O[CH2:12][CH2:13][CH2:14][CH2:15][CH2:16][CH2:17][CH2:18][CH2:19][CH2:20][C:21]([OH:23])=[O:22].Cl.[NH2:25][OH:26].[OH-].[Na+], predict the reaction product. The product is: [OH:26]/[N:25]=[C:20](\[CH2:19][CH2:18][CH2:17][CH2:16][CH2:15][CH2:14][CH2:13][CH3:12])/[C:21]([OH:23])=[O:22]. (6) Given the reactants [NH2:1][C:2]1[C:7]([CH3:8])=[CH:6][C:5]([CH2:9][C@@H:10]([NH:16][C:17]([N:19]2[CH2:24][CH2:23][CH:22]([N:25]3[CH2:31][CH2:30][C:29]4[CH:32]=[CH:33][CH:34]=[CH:35][C:28]=4[NH:27][C:26]3=[O:36])[CH2:21][CH2:20]2)=[O:18])[C:11]([O:13]CC)=[O:12])=[CH:4][C:3]=1[Cl:37].CO.C1COCC1.[OH-].[Li+], predict the reaction product. The product is: [NH2:1][C:2]1[C:7]([CH3:8])=[CH:6][C:5]([CH2:9][C@@H:10]([NH:16][C:17]([N:19]2[CH2:20][CH2:21][CH:22]([N:25]3[CH2:31][CH2:30][C:29]4[CH:32]=[CH:33][CH:34]=[CH:35][C:28]=4[NH:27][C:26]3=[O:36])[CH2:23][CH2:24]2)=[O:18])[C:11]([OH:13])=[O:12])=[CH:4][C:3]=1[Cl:37]. (7) Given the reactants [Cl:1][C:2]1[CH:25]=[CH:24][C:5]([CH2:6][C:7]2[N:8]=[C:9]([C:18]3[CH:23]=[CH:22][N:21]=[CH:20][CH:19]=3)[S:10][C:11]=2[C:12](N(OC)C)=[O:13])=[CH:4][CH:3]=1.[H-].C([Al+]CC(C)C)C(C)C.CCCCCC, predict the reaction product. The product is: [Cl:1][C:2]1[CH:3]=[CH:4][C:5]([CH2:6][C:7]2[N:8]=[C:9]([C:18]3[CH:23]=[CH:22][N:21]=[CH:20][CH:19]=3)[S:10][C:11]=2[CH:12]=[O:13])=[CH:24][CH:25]=1. (8) Given the reactants [CH2:1]([O:3][C:4]1[CH:20]=[CH:19][C:7]([C:8]([NH:10][C:11]2([C:14]([O:16]CC)=[O:15])[CH2:13][CH2:12]2)=[O:9])=[CH:6][CH:5]=1)[CH3:2].C1COCC1.CO, predict the reaction product. The product is: [CH2:1]([O:3][C:4]1[CH:5]=[CH:6][C:7]([C:8]([NH:10][C:11]2([C:14]([OH:16])=[O:15])[CH2:12][CH2:13]2)=[O:9])=[CH:19][CH:20]=1)[CH3:2].